This data is from Retrosynthesis with 50K atom-mapped reactions and 10 reaction types from USPTO. The task is: Predict the reactants needed to synthesize the given product. Given the product O=C[C@H]1CN(CC2(C(=O)OCc3ccccc3)CCCCC2)C[C@@H]1c1cccc(F)c1, predict the reactants needed to synthesize it. The reactants are: O=C(OCc1ccccc1)C1(CN2C[C@H](c3cccc(F)c3)[C@@H](CO)C2)CCCCC1.